From a dataset of Catalyst prediction with 721,799 reactions and 888 catalyst types from USPTO. Predict which catalyst facilitates the given reaction. (1) Reactant: [Br:1][C:2]1[CH:3]=[C:4]([NH:10][C:11]2[CH:16]=[CH:15][C:14]([N:17]3[CH2:22][CH2:21][NH:20][CH2:19][CH2:18]3)=[CH:13][N:12]=2)[C:5](=[O:9])[N:6]([CH3:8])[CH:7]=1.[O:23]1[CH2:26][C:25](=O)[CH2:24]1.[BH3-]C#N.[Na+].O. Product: [Br:1][C:2]1[CH:3]=[C:4]([NH:10][C:11]2[CH:16]=[CH:15][C:14]([N:17]3[CH2:22][CH2:21][N:20]([CH:25]4[CH2:26][O:23][CH2:24]4)[CH2:19][CH2:18]3)=[CH:13][N:12]=2)[C:5](=[O:9])[N:6]([CH3:8])[CH:7]=1. The catalyst class is: 466. (2) Reactant: C([Li])CCC.[CH3:6][C:7]1[CH:11]=[C:10]([CH3:12])[O:9][N:8]=1.[CH2:13]1[O:15][CH2:14]1.[NH4+].[Cl-].Cl. Product: [CH3:6][C:7]1[CH:11]=[C:10]([CH2:12][CH2:13][CH2:14][OH:15])[O:9][N:8]=1. The catalyst class is: 1. (3) Reactant: [Br-].[CH2:2]([NH:5][CH2:6][CH2:7][CH2:8][N+:9]([CH3:12])([CH3:11])[CH3:10])[CH2:3][CH3:4].[Br:13][CH2:14][CH2:15][CH2:16][CH2:17][CH2:18][CH2:19][CH2:20][CH2:21][CH2:22][CH2:23][CH2:24][CH3:25].[OH-].[Na+]. Product: [Br-:13].[CH2:14]([N:5]([CH2:2][CH2:3][CH3:4])[CH2:6][CH2:7][CH2:8][N+:9]([CH3:12])([CH3:11])[CH3:10])[CH2:15][CH2:16][CH2:17][CH2:18][CH2:19][CH2:20][CH2:21][CH2:22][CH2:23][CH2:24][CH3:25]. The catalyst class is: 88. (4) Reactant: C([Si](C)(C)[O:6][C:7]12[CH2:16][CH:11]3[CH2:12][CH:13]([CH2:15][CH:9]([C:10]3([NH:23]S(C(C)(C)C)=O)[C:17]3[CH:22]=[CH:21][CH:20]=[CH:19][CH:18]=3)[CH2:8]1)[CH2:14]2)(C)(C)C.Cl. Product: [C:17]1([C:10]2([NH2:23])[CH:11]3[CH2:16][C:7]4([OH:6])[CH2:14][CH:13]([CH2:15][CH:9]2[CH2:8]4)[CH2:12]3)[CH:18]=[CH:19][CH:20]=[CH:21][CH:22]=1. The catalyst class is: 41. (5) Reactant: [N:1]1([C:7]2[CH:8]=[N:9][C:10]3[C:15]([N:16]=2)=[CH:14][C:13]([C:17]2[CH:22]=[CH:21][C:20]([NH2:23])=[CH:19][CH:18]=2)=[CH:12][CH:11]=3)[CH2:6][CH2:5][O:4][CH2:3][CH2:2]1.[CH3:24][S:25](Cl)(=[O:27])=[O:26]. Product: [N:1]1([C:7]2[CH:8]=[N:9][C:10]3[C:15]([N:16]=2)=[CH:14][C:13]([C:17]2[CH:22]=[CH:21][C:20]([NH:23][S:25]([CH3:24])(=[O:27])=[O:26])=[CH:19][CH:18]=2)=[CH:12][CH:11]=3)[CH2:2][CH2:3][O:4][CH2:5][CH2:6]1. The catalyst class is: 17.